This data is from Forward reaction prediction with 1.9M reactions from USPTO patents (1976-2016). The task is: Predict the product of the given reaction. (1) Given the reactants [C:1](OC(C)(CCCC(=O)C1C=CC=CC=1)CCC=C(C)C)(=O)C.COC1C=CC(C(=O)CCCOCCC2C=CC=CC=2)=CC=1.[CH2:46]([O:56][CH2:57][CH2:58][CH2:59][C:60]([C:62]1[CH:67]=[CH:66][C:65](OC)=[CH:64][CH:63]=1)=[O:61])[CH2:47][CH2:48][CH2:49][CH2:50][CH2:51][CH2:52][CH2:53][CH2:54][CH3:55].O(CC(OCCCCC(=O)C1C=CC=CC=1)=O)C1C=CC=CC=1, predict the reaction product. The product is: [CH2:46]([O:56][CH2:57][CH2:58][CH2:59][C:60]([C:62]1[CH:63]=[CH:64][C:65]([CH3:1])=[CH:66][CH:67]=1)=[O:61])[CH2:47][CH2:48][CH2:49][CH2:50][CH2:51][CH2:52][CH2:53][CH2:54][CH3:55]. (2) Given the reactants [CH2:1]([O:3][C:4]1[CH:5]=[C:6]([CH:9]=[CH:10][C:11]=1[O:12][CH3:13])[CH:7]=[O:8])[CH3:2].Br[C:15]1[CH:24]=[CH:23][C:18]2[O:19][CH2:20][CH2:21][O:22][C:17]=2[CH:16]=1.C([Li])CCC.O1C2C=CC(C(C3C=C(OC)C=C(OC)C=3)O)=CC=2OCC1, predict the reaction product. The product is: [O:19]1[C:18]2[CH:23]=[CH:24][C:15]([CH:7]([C:6]3[CH:9]=[CH:10][C:11]([O:12][CH3:13])=[C:4]([O:3][CH2:1][CH3:2])[CH:5]=3)[OH:8])=[CH:16][C:17]=2[O:22][CH2:21][CH2:20]1. (3) Given the reactants [Br:1][C:2]1[CH:3]=[N:4][C:5]([C:9]([O:11][CH2:12][CH3:13])=[O:10])=[N+:6]([O-])[CH:7]=1.FC(F)(F)C(OC(=O)C(F)(F)F)=[O:17], predict the reaction product. The product is: [Br:1][C:2]1[C:3](=[O:17])[NH:4][C:5]([C:9]([O:11][CH2:12][CH3:13])=[O:10])=[N:6][CH:7]=1. (4) Given the reactants [C:1]([C:4]1[C:12]2[C:7](=[CH:8][CH:9]=[C:10](C(O)=O)[CH:11]=2)[N:6]([CH2:16][C:17]([N:19]2[CH2:23][C@H:22]([F:24])[CH2:21][C@H:20]2[C:25](=[O:41])[NH:26][C:27]2[C:28]([F:40])=[C:29]([C:33]3[CH:38]=[CH:37][CH:36]=[CH:35][C:34]=3[Cl:39])[CH:30]=[CH:31][CH:32]=2)=[O:18])[N:5]=1)(=[O:3])[NH2:2].[N-:42]=[C:43]=[O:44].[F:45][C:46]1([F:52])[CH2:51][CH2:50][CH2:49][NH:48][CH2:47]1, predict the reaction product. The product is: [Cl:39][C:34]1[CH:35]=[CH:36][CH:37]=[CH:38][C:33]=1[C:29]1[CH:30]=[CH:31][CH:32]=[C:27]([NH:26][C:25]([C@@H:20]2[CH2:21][C@@H:22]([F:24])[CH2:23][N:19]2[C:17](=[O:18])[CH2:16][N:6]2[C:7]3[C:12](=[CH:11][C:10]([NH:42][C:43]([N:48]4[CH2:49][CH2:50][CH2:51][C:46]([F:52])([F:45])[CH2:47]4)=[O:44])=[CH:9][CH:8]=3)[C:4]([C:1]([NH2:2])=[O:3])=[N:5]2)=[O:41])[C:28]=1[F:40]. (5) Given the reactants [Cl:1][C:2]1[CH:3]=[N:4][CH:5]=[C:6]([Cl:41])[C:7]=1[CH:8]([OH:40])[CH2:9][N:10]([CH2:31][C:32]1[CH:37]=[C:36]([F:38])[CH:35]=[C:34]([F:39])[CH:33]=1)[C:11]([C:13]1[CH:14]=[N:15][N:16]([C@H:22]2[CH2:27][CH2:26][C@H:25]([C:28]([OH:30])=O)[CH2:24][CH2:23]2)[C:17]=1[C:18]([F:21])([F:20])[F:19])=[O:12].Cl.[CH3:43][O:44][NH2:45].CN(C(ON1N=NC2C=CC=NC1=2)=[N+](C)C)C.F[P-](F)(F)(F)(F)F.CCN(C(C)C)C(C)C, predict the reaction product. The product is: [Cl:1][C:2]1[CH:3]=[N:4][CH:5]=[C:6]([Cl:41])[C:7]=1[CH:8]([OH:40])[CH2:9][N:10]([CH2:31][C:32]1[CH:33]=[C:34]([F:39])[CH:35]=[C:36]([F:38])[CH:37]=1)[C:11]([C:13]1[CH:14]=[N:15][N:16]([C@H:22]2[CH2:23][CH2:24][C@H:25]([C:28](=[O:30])[NH:45][O:44][CH3:43])[CH2:26][CH2:27]2)[C:17]=1[C:18]([F:21])([F:20])[F:19])=[O:12]. (6) Given the reactants C([O:3][C:4](=[O:32])[CH2:5][C:6]1[CH:11]=[CH:10][C:9]([NH:12][C:13]([C:15]2[CH:20]=[C:19]([O:21][CH2:22][C:23]3[CH:28]=[CH:27][CH:26]=[C:25]([Cl:29])[CH:24]=3)[CH:18]=[CH:17][C:16]=2[CH3:30])=[O:14])=[C:8]([CH3:31])[CH:7]=1)C.Cl, predict the reaction product. The product is: [Cl:29][C:25]1[CH:24]=[C:23]([CH2:22][O:21][C:19]2[CH:18]=[CH:17][C:16]([CH3:30])=[C:15]([C:13]([NH:12][C:9]3[CH:10]=[CH:11][C:6]([CH2:5][C:4]([OH:32])=[O:3])=[CH:7][C:8]=3[CH3:31])=[O:14])[CH:20]=2)[CH:28]=[CH:27][CH:26]=1. (7) Given the reactants [CH3:1][CH:2]1[O:6][C:5](=[O:7])[CH2:4][CH2:3]1.[Al+3].[Cl-].[Cl-].[Cl-].Cl.[O:13]([NH2:15])[CH3:14].[C:16](=O)(O)[O-].[Na+], predict the reaction product. The product is: [CH3:14][O:13][N:15]([CH3:16])[C:5](=[O:7])[CH2:4][CH2:3][CH:2]([OH:6])[CH3:1]. (8) Given the reactants [Cl:1][C:2]1[CH:7]=[C:6]([Cl:8])[CH:5]=[C:4]([Cl:9])[C:3]=1[CH2:10][OH:11].O[C:13]1[CH:18]=[CH:17][C:16]2[C:19]3([CH2:35][O:36][C:15]=2[CH:14]=1)[CH2:24][CH2:23][N:22]([CH2:25][CH2:26][CH2:27][C:28]([O:30][C:31]([CH3:34])([CH3:33])[CH3:32])=[O:29])[CH2:21][CH2:20]3.C1(P(C2C=CC=CC=2)C2C=CC=CC=2)C=CC=CC=1.CC(OC(/N=N/C(OC(C)C)=O)=O)C, predict the reaction product. The product is: [Cl:1][C:2]1[CH:7]=[C:6]([Cl:8])[CH:5]=[C:4]([Cl:9])[C:3]=1[CH2:10][O:11][C:13]1[CH:18]=[CH:17][C:16]2[C:19]3([CH2:35][O:36][C:15]=2[CH:14]=1)[CH2:24][CH2:23][N:22]([CH2:25][CH2:26][CH2:27][C:28]([O:30][C:31]([CH3:32])([CH3:33])[CH3:34])=[O:29])[CH2:21][CH2:20]3.